From a dataset of Forward reaction prediction with 1.9M reactions from USPTO patents (1976-2016). Predict the product of the given reaction. Given the reactants [C:1]([O:5][C:6]([N:8]1[CH2:13][CH2:12][N:11]([C:14]2[C:15]3[S:23][CH2:22][CH2:21][C:16]=3[N:17]=[C:18](Cl)[N:19]=2)[CH2:10][CH2:9]1)=[O:7])([CH3:4])([CH3:3])[CH3:2].[H][H], predict the reaction product. The product is: [C:1]([O:5][C:6]([N:8]1[CH2:9][CH2:10][N:11]([C:14]2[C:15]3[S:23][CH2:22][CH2:21][C:16]=3[N:17]=[CH:18][N:19]=2)[CH2:12][CH2:13]1)=[O:7])([CH3:4])([CH3:2])[CH3:3].